Dataset: Reaction yield outcomes from USPTO patents with 853,638 reactions. Task: Predict the reaction yield, written as a fraction of the theoretical maximum amount of product (1.0 means a 100% yield; for example, 0.34 means a 34% yield). (1) The reactants are Cl.[NH2:2][CH2:3][CH:4]([C:6]1[CH:11]=[CH:10][C:9]([OH:12])=[CH:8][CH:7]=1)[OH:5].C(N(CC)C(C)C)(C)C.[C:22]([NH:29][C:30](N1C=CC=N1)=[N:31][C:32]([O:34][C:35]([CH3:38])([CH3:37])[CH3:36])=[O:33])([O:24][C:25]([CH3:28])([CH3:27])[CH3:26])=[O:23]. The catalyst is CN(C=O)C. The product is [C:35]([O:34][C:32]([NH:31]/[C:30](=[N:29]\[C:22](=[O:23])[O:24][C:25]([CH3:28])([CH3:27])[CH3:26])/[NH:2][CH2:3][CH:4]([OH:5])[C:6]1[CH:11]=[CH:10][C:9]([OH:12])=[CH:8][CH:7]=1)=[O:33])([CH3:38])([CH3:37])[CH3:36]. The yield is 0.814. (2) The reactants are [Br:1][C:2]1[CH:3]=[C:4]([N:8]2[C:16]3[C:11](=[CH:12][C:13]([C:17]4[CH:18]=[N:19][N:20]([CH3:22])[CH:21]=4)=[CH:14][CH:15]=3)[C:10]([C:23]([O:25]C)=[O:24])=[N:9]2)[CH:5]=[CH:6][CH:7]=1.O.[OH-].[Li+]. No catalyst specified. The product is [Br:1][C:2]1[CH:3]=[C:4]([N:8]2[C:16]3[C:11](=[CH:12][C:13]([C:17]4[CH:18]=[N:19][N:20]([CH3:22])[CH:21]=4)=[CH:14][CH:15]=3)[C:10]([C:23]([OH:25])=[O:24])=[N:9]2)[CH:5]=[CH:6][CH:7]=1. The yield is 0.950.